Dataset: Reaction yield outcomes from USPTO patents with 853,638 reactions. Task: Predict the reaction yield, written as a fraction of the theoretical maximum amount of product (1.0 means a 100% yield; for example, 0.34 means a 34% yield). (1) The reactants are [NH2:1][C:2]1[CH2:7][CH2:6][CH2:5][C:4](=[O:8])[CH:3]=1.C(O[CH:12]=[C:13]([C:19]([O:21][CH2:22][CH3:23])=[O:20])[C:14]([O:16][CH2:17][CH3:18])=[O:15])C. No catalyst specified. The product is [CH2:17]([O:16][C:14](=[O:15])[C:13](=[CH:12][NH:1][C:2]1[CH2:7][CH2:6][CH2:5][C:4](=[O:8])[CH:3]=1)[C:19]([O:21][CH2:22][CH3:23])=[O:20])[CH3:18]. The yield is 0.900. (2) The reactants are [Br:1][C:2]1[C:11]2[CH2:10][CH2:9][CH2:8][CH:7]([NH2:12])[C:6]=2[CH:5]=[N:4][CH:3]=1.CCN(CC)CC.[C:20](Cl)(=[O:22])[CH3:21]. The catalyst is C(Cl)Cl. The product is [Br:1][C:2]1[C:11]2[CH2:10][CH2:9][CH2:8][CH:7]([NH:12][C:20](=[O:22])[CH3:21])[C:6]=2[CH:5]=[N:4][CH:3]=1. The yield is 0.920. (3) The reactants are [NH2:1][C:2]1[N:7]=[CH:6][N:5]=[C:4]([NH:8][C@H:9]([C:11]2[N:16]([C:17]3[CH:22]=[CH:21][CH:20]=[CH:19][CH:18]=3)[C:15](=[O:23])[C:14]3=[C:24]([CH3:27])[CH:25]=[CH:26][N:13]3[N:12]=2)[CH3:10])[C:3]=1Br.[CH2:29]([O:31][C:32]1[C:37]([NH:38][S:39]([C:42]2[CH:47]=[CH:46][C:45]([OH:48])=[CH:44][CH:43]=2)(=[O:41])=[O:40])=[CH:36][C:35](B2OC(C)(C)C(C)(C)O2)=[CH:34][N:33]=1)[CH3:30].C(=O)([O-])[O-].[Na+].[Na+]. No catalyst specified. The product is [NH2:1][C:2]1[C:3]([C:35]2[CH:36]=[C:37]([NH:38][S:39]([C:42]3[CH:43]=[CH:44][C:45]([OH:48])=[CH:46][CH:47]=3)(=[O:41])=[O:40])[C:32]([O:31][CH2:29][CH3:30])=[N:33][CH:34]=2)=[C:4]([NH:8][C@H:9]([C:11]2[N:16]([C:17]3[CH:22]=[CH:21][CH:20]=[CH:19][CH:18]=3)[C:15](=[O:23])[C:14]3=[C:24]([CH3:27])[CH:25]=[CH:26][N:13]3[N:12]=2)[CH3:10])[N:5]=[CH:6][N:7]=1. The yield is 0.270. (4) The yield is 0.500. The catalyst is C(OCC)C. The reactants are [CH2:1]([N:3](CC)CC)C.[CH3:8][O:9][C:10]1[CH:11]=[C:12]([OH:18])[CH:13]=[CH:14][C:15]=1[O:16][CH3:17].N#CBr. The product is [O:18]([C:12]1[CH:13]=[CH:14][C:15]([O:16][CH3:17])=[C:10]([O:9][CH3:8])[CH:11]=1)[C:1]#[N:3]. (5) The reactants are [F:1][C:2]1[C:11]2[CH2:10][N:9]([C@H:12]([CH:16]([CH3:18])[CH3:17])[C:13]([OH:15])=O)[C:8](=[O:19])[C:7]3=[CH:20][NH:21][C:5]([C:6]=23)=[N:4][CH:3]=1.C[NH:23][CH2:24][CH2:25][C:26]#N.C1C=CC2N(O)N=NC=2C=1.C(Cl)CCl.CN([CH:45]=[O:46])C. The catalyst is CN(C)C1C=CN=CC=1. The product is [F:1][C:2]1[C:11]2[CH2:10][N:9]([C@H:12]([CH:16]([CH3:17])[CH3:18])[C:13]([NH:23][CH:24]3[CH2:25][CH2:26][O:46][CH2:45]3)=[O:15])[C:8](=[O:19])[C:7]3=[CH:20][NH:21][C:5]([C:6]=23)=[N:4][CH:3]=1. The yield is 0.393. (6) The reactants are [CH3:1][N:2]([CH2:4][CH2:5][N:6]1[C:20](=[O:21])[C:15]2=[CH:16][C:17]([NH2:19])=[CH:18][C:13]3[C:14]2=[C:9]([CH:10]=[CH:11][CH:12]=3)[C:7]1=[O:8])[CH3:3].[Cl:22][C:23]([Cl:30])([Cl:29])[C:24]([N:26]=[C:27]=[O:28])=[O:25].O. The catalyst is CC(CC)=O. The product is [Cl:22][C:23]([Cl:30])([Cl:29])[C:24]([NH:26][C:27]([NH:19][C:17]1[CH:18]=[C:13]2[CH:12]=[CH:11][CH:10]=[C:9]3[C:14]2=[C:15]([CH:16]=1)[C:20](=[O:21])[N:6]([CH2:5][CH2:4][N:2]([CH3:1])[CH3:3])[C:7]3=[O:8])=[O:28])=[O:25]. The yield is 0.970.